Predict the reaction yield, written as a fraction of the theoretical maximum amount of product (1.0 means a 100% yield; for example, 0.34 means a 34% yield). From a dataset of Reaction yield outcomes from USPTO patents with 853,638 reactions. (1) The yield is 0.540. The reactants are [NH2:1][C:2]1[CH:3]=[C:4]([C:8]2[C:16]3[C:11](=[CH:12][CH:13]=[C:14](C#N)[CH:15]=3)[N:10]([CH:19]3[CH2:24][CH2:23][CH2:22][CH2:21][O:20]3)[N:9]=2)[CH:5]=[CH:6][CH:7]=1.Cl.[C:26](Cl)(=[O:33])[C:27]1[CH:32]=[CH:31][CH:30]=[N:29][CH:28]=1.[CH2:35]([N:37](CC)CC)C. No catalyst specified. The product is [C:35]([CH:22]1[CH2:21][O:20][CH:19]([N:10]2[C:11]3[C:16](=[CH:15][CH:14]=[CH:13][CH:12]=3)[C:8]([C:4]3[CH:3]=[C:2]([NH:1][C:26]([C:27]4[CH:28]=[N:29][CH:30]=[CH:31][CH:32]=4)=[O:33])[CH:7]=[CH:6][CH:5]=3)=[N:9]2)[CH2:24][CH2:23]1)#[N:37]. (2) The reactants are [Cl:1][C:2]1[CH:7]=[CH:6][C:5]([C:8]2[S:12][C:11]([C:13]([OH:15])=O)=[C:10]([CH3:16])[CH:9]=2)=[CH:4][CH:3]=1.C(Cl)(=O)C(Cl)=O.[CH3:23][O:24][C:25]1[CH:26]=[C:27]([NH2:42])[CH:28]=[CH:29][C:30]=1[O:31][Si:32]([CH:39]([CH3:41])[CH3:40])([CH:36]([CH3:38])[CH3:37])[CH:33]([CH3:35])[CH3:34].CCN(CC)CC. The catalyst is C(Cl)Cl.CN(C=O)C. The product is [CH3:23][O:24][C:25]1[CH:26]=[C:27]([NH:42][C:13]([C:11]2[S:12][C:8]([C:5]3[CH:4]=[CH:3][C:2]([Cl:1])=[CH:7][CH:6]=3)=[CH:9][C:10]=2[CH3:16])=[O:15])[CH:28]=[CH:29][C:30]=1[O:31][Si:32]([CH:36]([CH3:38])[CH3:37])([CH:39]([CH3:41])[CH3:40])[CH:33]([CH3:35])[CH3:34]. The yield is 0.790. (3) The reactants are Cl.[CH3:2][O:3][C:4]([CH:6]1[CH2:10][CH:9]([OH:11])[CH2:8][NH:7]1)=[O:5].Cl[C:13]1[CH:18]=[CH:17][CH:16]=[CH:15][C:14]=1[N+:19]([O-:21])=[O:20].Cl. The catalyst is C(#N)C. The product is [CH3:2][O:3][C:4]([C@@H:6]1[CH2:10][C@H:9]([OH:11])[CH2:8][N:7]1[C:13]1[CH:18]=[CH:17][CH:16]=[CH:15][C:14]=1[N+:19]([O-:21])=[O:20])=[O:5]. The yield is 0.790. (4) The reactants are [O:1]=[C:2]1[NH:7][C:6]2[CH:8]=[C:9]([C:12]([C:14]3[CH:22]=[CH:21][CH:20]=[CH:19][C:15]=3[C:16]([OH:18])=O)=[O:13])[CH:10]=[CH:11][C:5]=2[O:4][CH2:3]1.CN1CCOCC1.C1C=NC2N(O)N=NC=2C=1.CN(C(ON1N=NC2C=CC=NC1=2)=[N+](C)C)C.F[P-](F)(F)(F)(F)F.[Cl:64][C:65]1[CH:72]=[CH:71][C:68]([CH2:69][NH2:70])=[CH:67][CH:66]=1. The catalyst is CN(C)C=O. The product is [Cl:64][C:65]1[CH:72]=[CH:71][C:68]([CH2:69][N:70]2[C:16](=[O:18])[C:15]3[C:14](=[CH:22][CH:21]=[CH:20][CH:19]=3)[C:12]2([C:9]2[CH:10]=[CH:11][C:5]3[O:4][CH2:3][C:2](=[O:1])[NH:7][C:6]=3[CH:8]=2)[OH:13])=[CH:67][CH:66]=1. The yield is 0.150. (5) The reactants are [Cl:1][C:2]1[CH:7]=[CH:6][C:5]([C:8]2[S:12][C:11]([C:13](N(OC)C)=[O:14])=[C:10]([C:19]3[CH:24]=[CH:23][C:22]([S:25](=[O:32])(=[O:31])[N:26]=CN(C)C)=[C:21]([CH3:33])[CH:20]=3)[C:9]=2[CH3:34])=[CH:4][CH:3]=1.[CH2:35]1COC[CH2:36]1. No catalyst specified. The product is [Cl:1][C:2]1[CH:7]=[CH:6][C:5]([C:8]2[S:12][C:11]([C:13](=[O:14])[CH2:35][CH3:36])=[C:10]([C:19]3[CH:24]=[CH:23][C:22]([S:25]([NH2:26])(=[O:31])=[O:32])=[C:21]([CH3:33])[CH:20]=3)[C:9]=2[CH3:34])=[CH:4][CH:3]=1. The yield is 0.181.